From a dataset of Forward reaction prediction with 1.9M reactions from USPTO patents (1976-2016). Predict the product of the given reaction. (1) Given the reactants [CH3:1][O:2][C:3](=[O:53])[C@@H:4]([NH:20][C:21]([CH:23]1[CH2:32][C:31]2[CH:30]=[C:29]3[O:33][CH2:34][C@H:35]([C:37]4[CH:42]=[CH:41][C:40]([O:43][CH2:44][C:45]5[CH:50]=[CH:49][C:48]([Cl:51])=[C:47]([Cl:52])[CH:46]=5)=[CH:39][CH:38]=4)[O:36][C:28]3=[CH:27][C:26]=2[CH2:25][NH:24]1)=[O:22])[CH2:5][C:6]1[CH:11]=[CH:10][C:9]([C:12]2[CH:17]=[CH:16][C:15]([C:18]#[N:19])=[CH:14][CH:13]=2)=[CH:8][CH:7]=1.[CH3:54][O:55][C:56]1[CH:61]=[CH:60][CH:59]=[CH:58][C:57]=1[S:62](Cl)(=[O:64])=[O:63], predict the reaction product. The product is: [CH3:1][O:2][C:3](=[O:53])[C@@H:4]([NH:20][C:21]([CH:23]1[CH2:32][C:31]2[CH:30]=[C:29]3[O:33][CH2:34][C@H:35]([C:37]4[CH:42]=[CH:41][C:40]([O:43][CH2:44][C:45]5[CH:50]=[CH:49][C:48]([Cl:51])=[C:47]([Cl:52])[CH:46]=5)=[CH:39][CH:38]=4)[O:36][C:28]3=[CH:27][C:26]=2[CH2:25][N:24]1[S:62]([C:57]1[CH:58]=[CH:59][CH:60]=[CH:61][C:56]=1[O:55][CH3:54])(=[O:64])=[O:63])=[O:22])[CH2:5][C:6]1[CH:11]=[CH:10][C:9]([C:12]2[CH:13]=[CH:14][C:15]([C:18]#[N:19])=[CH:16][CH:17]=2)=[CH:8][CH:7]=1. (2) Given the reactants [N+:1]([C:4]1[CH:9]=[CH:8][C:7]([Cl:10])=[CH:6][C:5]=1[OH:11])([O-:3])=[O:2].[C:25]1(P([C:25]2[CH:30]=[CH:29][CH:28]=[CH:27][CH:26]=2)[C:25]2[CH:30]=[CH:29][CH:28]=[CH:27][CH:26]=2)[CH:30]=[CH:29][CH:28]=[CH:27][CH:26]=1.C[CH2:41][O:40][C:38](/N=N/[C:38]([O:40][CH2:41]C)=[O:39])=[O:39].[CH2:43]1[CH2:47]OC[CH2:44]1, predict the reaction product. The product is: [N+:1]([C:4]1[CH:9]=[CH:8][C:7]([Cl:10])=[CH:6][C:5]=1[O:11][CH2:44][CH2:43][CH2:47][C:25]1[CH:26]=[CH:27][C:28]([C:38]([O:40][CH3:41])=[O:39])=[CH:29][CH:30]=1)([O-:3])=[O:2].